Dataset: Forward reaction prediction with 1.9M reactions from USPTO patents (1976-2016). Task: Predict the product of the given reaction. (1) Given the reactants Cl[CH2:2][C:3]1[N:7]([CH3:8])[C:6](=[O:9])[NH:5][N:4]=1.[Cl:10][C:11]1[CH:12]=[C:13]([CH:16]=[C:17]([O:19][C:20]2[C:21](=[O:30])[NH:22][CH:23]=[CH:24][C:25]=2[C:26]([F:29])([F:28])[F:27])[CH:18]=1)[C:14]#[N:15].CC(O)(CC)C.C(N(CC)C(C)C)(C)C.C(O)(=O)C, predict the reaction product. The product is: [Cl:10][C:11]1[CH:12]=[C:13]([CH:16]=[C:17]([O:19][C:20]2[C:21](=[O:30])[N:22]([CH2:2][C:3]3[N:7]([CH3:8])[C:6](=[O:9])[NH:5][N:4]=3)[CH:23]=[CH:24][C:25]=2[C:26]([F:27])([F:28])[F:29])[CH:18]=1)[C:14]#[N:15]. (2) Given the reactants C([O:3][C:4](=[O:40])[C:5]([CH3:39])([O:32][C:33]1[CH:38]=[CH:37][CH:36]=[CH:35][CH:34]=1)[CH2:6][C:7]1[CH:12]=[CH:11][C:10]([O:13][CH2:14][CH2:15][CH:16]2[CH2:20][N:19]([CH2:21][C:22]3[CH:27]=[CH:26][CH:25]=[C:24]([O:28][CH3:29])[CH:23]=3)[C:18](=[O:30])[N:17]2[CH3:31])=[CH:9][CH:8]=1)C.[OH-].[Na+], predict the reaction product. The product is: [CH3:29][O:28][C:24]1[CH:23]=[C:22]([CH:27]=[CH:26][CH:25]=1)[CH2:21][N:19]1[CH2:20][CH:16]([CH2:15][CH2:14][O:13][C:10]2[CH:9]=[CH:8][C:7]([CH2:6][C:5]([CH3:39])([O:32][C:33]3[CH:38]=[CH:37][CH:36]=[CH:35][CH:34]=3)[C:4]([OH:40])=[O:3])=[CH:12][CH:11]=2)[N:17]([CH3:31])[C:18]1=[O:30]. (3) Given the reactants [Cl:1][C:2]1[C:3]([N:8]2[C:12]([C:13]([O:15][CH2:16][CH3:17])=[O:14])=[CH:11][C:10](=[O:18])[NH:9]2)=[N:4][CH:5]=[CH:6][CH:7]=1.C(#N)C.C(=O)([O-])[O-].[K+].[K+].FC(F)(F)S(O[CH2:34][C:35]([F:38])([F:37])[F:36])(=O)=O, predict the reaction product. The product is: [Cl:1][C:2]1[C:3]([N:8]2[C:12]([C:13]([O:15][CH2:16][CH3:17])=[O:14])=[CH:11][C:10]([O:18][CH2:34][C:35]([F:38])([F:37])[F:36])=[N:9]2)=[N:4][CH:5]=[CH:6][CH:7]=1. (4) Given the reactants [Br:1][C:2]1[C:3](Cl)=[N:4][C:5]([Cl:8])=[CH:6][CH:7]=1.[CH3:10][O-:11].[Na+].O, predict the reaction product. The product is: [Br:1][C:2]1[C:3]([O:11][CH3:10])=[N:4][C:5]([Cl:8])=[CH:6][CH:7]=1. (5) Given the reactants [NH:1]1[C:9]2[C:4](=[C:5]([C:10]3[N:19]=[CH:18][C:17]4[N:16]([CH2:20][CH2:21][CH:22]([NH:27]C(=O)OC(C)(C)C)[C:23]([CH3:26])([CH3:25])[CH3:24])[CH2:15][C@@H:14]5[CH2:35][O:36][CH2:37][CH2:38][N:13]5[C:12]=4[N:11]=3)[CH:6]=[CH:7][CH:8]=2)[CH:3]=[CH:2]1, predict the reaction product. The product is: [NH:1]1[C:9]2[C:4](=[C:5]([C:10]3[N:19]=[CH:18][C:17]4[N:16]([CH2:20][CH2:21][CH:22]([NH2:27])[C:23]([CH3:26])([CH3:24])[CH3:25])[CH2:15][C@@H:14]5[CH2:35][O:36][CH2:37][CH2:38][N:13]5[C:12]=4[N:11]=3)[CH:6]=[CH:7][CH:8]=2)[CH:3]=[CH:2]1. (6) Given the reactants C([O:3][C:4](=[O:25])[CH:5]([N:10]([CH2:18][C:19]1[CH:24]=[CH:23][CH:22]=[CH:21][CH:20]=1)[CH2:11][C:12]1[CH:17]=[CH:16][CH:15]=[CH:14][CH:13]=1)[CH:6]([OH:9])[CH2:7][CH3:8])C.O.[OH-].[Li+], predict the reaction product. The product is: [CH2:18]([N:10]([CH2:11][C:12]1[CH:13]=[CH:14][CH:15]=[CH:16][CH:17]=1)[CH:5]([CH:6]([OH:9])[CH2:7][CH3:8])[C:4]([OH:25])=[O:3])[C:19]1[CH:20]=[CH:21][CH:22]=[CH:23][CH:24]=1. (7) Given the reactants [OH:1][C:2]1([CH2:11][NH:12][C:13]([C:15]2[C:16]3[CH:17]=[CH:18][C:19](Cl)=[N:20][C:21]=3[CH:22]=[CH:23][C:24]=2[Cl:25])=[O:14])[CH2:7][CH2:6][CH2:5][CH:4]([CH:8]2[CH2:10][CH2:9]2)[CH2:3]1.CCN(C(C)C)C(C)C.[CH3:36][N:37]([CH3:43])[C@@H:38]1[CH2:42][CH2:41][NH:40][CH2:39]1, predict the reaction product. The product is: [OH:1][C:2]1([CH2:11][NH:12][C:13]([C:15]2[C:16]3[CH:17]=[CH:18][C:19]([N:40]4[CH2:41][CH2:42][C@@H:38]([N:37]([CH3:43])[CH3:36])[CH2:39]4)=[N:20][C:21]=3[CH:22]=[CH:23][C:24]=2[Cl:25])=[O:14])[CH2:7][CH2:6][CH2:5][CH:4]([CH:8]2[CH2:10][CH2:9]2)[CH2:3]1. (8) Given the reactants [C:1]([Br:5])(Br)(Br)Br.C1(P(C2C=CC=CC=2)C2C=CC=CC=2)C=CC=CC=1.[C:25]([O:29][C:30](=[O:51])[CH2:31][O:32][CH2:33][CH2:34][O:35][CH2:36][CH2:37][O:38][CH2:39][CH2:40][O:41][CH2:42][CH2:43][O:44][CH2:45][CH2:46][O:47][CH2:48]CO)([CH3:28])([CH3:27])[CH3:26], predict the reaction product. The product is: [C:25]([O:29][C:30](=[O:51])[CH2:31][O:32][CH2:33][CH2:34][O:35][CH2:36][CH2:37][O:38][CH2:39][CH2:40][O:41][CH2:42][CH2:43][O:44][CH2:45][CH2:46][O:47][CH2:48][CH2:1][Br:5])([CH3:28])([CH3:27])[CH3:26]. (9) Given the reactants [Br-:1].[F:2][C:3]1[CH:8]=[CH:7][C:6]([N:9]2[C:12](=[O:13])[CH:11]([CH2:14][CH2:15][CH:16]([C:24]3[CH:29]=[CH:28][C:27]([F:30])=[CH:26][CH:25]=3)[O:17][Si](C(C)C)(C)C)[CH:10]2[C:31]2[CH:46]=[CH:45][C:34]([O:35][CH2:36][CH2:37][CH2:38][CH2:39][CH2:40][N+:41]([CH3:44])([CH3:43])[CH3:42])=[CH:33][CH:32]=2)=[CH:5][CH:4]=1.Cl.C(=O)(O)[O-].[Na+], predict the reaction product. The product is: [Br-:1].[F:2][C:3]1[CH:4]=[CH:5][C:6]([N:9]2[C:12](=[O:13])[CH:11]([CH2:14][CH2:15][CH:16]([C:24]3[CH:29]=[CH:28][C:27]([F:30])=[CH:26][CH:25]=3)[OH:17])[CH:10]2[C:31]2[CH:32]=[CH:33][C:34]([O:35][CH2:36][CH2:37][CH2:38][CH2:39][CH2:40][N+:41]([CH3:43])([CH3:42])[CH3:44])=[CH:45][CH:46]=2)=[CH:7][CH:8]=1.